From a dataset of Reaction yield outcomes from USPTO patents with 853,638 reactions. Predict the reaction yield, written as a fraction of the theoretical maximum amount of product (1.0 means a 100% yield; for example, 0.34 means a 34% yield). (1) The reactants are [NH2:1][C:2]1[C:7](/[CH:8]=[CH:9]/[C:10](OC(C)(C)C)=[O:11])=[CH:6][C:5]([Br:17])=[CH:4][N:3]=1.C[O-].[Na+].O. The catalyst is CO. The product is [Br:17][C:5]1[CH:6]=[C:7]2[C:2](=[N:3][CH:4]=1)[NH:1][C:10](=[O:11])[CH:9]=[CH:8]2. The yield is 0.930. (2) The reactants are [O-]P([O-])([O-])=O.[K+].[K+].[K+].[NH2:9][CH2:10][CH2:11][CH2:12][CH2:13][CH2:14][OH:15].C(O)CO.I[C:21]1[CH:26]=[CH:25][C:24]([O:27][CH3:28])=[CH:23][CH:22]=1.N. The catalyst is C(O)CCC.O.[Cu]I. The product is [CH3:28][O:27][C:24]1[CH:25]=[CH:26][C:21]([NH:9][CH2:10][CH2:11][CH2:12][CH2:13][CH2:14][OH:15])=[CH:22][CH:23]=1. The yield is 0.850. (3) The product is [Br:1][C:2]1[N:3]=[CH:4][C:5]([CH2:6][NH:14][CH2:13][CH2:12][O:11][CH3:10])=[CH:8][CH:9]=1. The yield is 0.790. The reactants are [Br:1][C:2]1[CH:9]=[CH:8][C:5]([CH:6]=O)=[CH:4][N:3]=1.[CH3:10][O:11][CH2:12][CH2:13][NH2:14].C(O)(=O)C.C(O[BH-](OC(=O)C)OC(=O)C)(=O)C.[Na+]. The catalyst is C(Cl)Cl. (4) The reactants are [CH3:1][C:2]1[O:6][C:5]([C:7]([F:10])([F:9])[F:8])=[C:4](C(O)=O)[CH:3]=1. The catalyst is N1C2C(=CC=CC=2)C=CC=1.S([O-])([O-])(=O)=O.[Cu+].[Cu+]. The product is [CH3:1][C:2]1[O:6][C:5]([C:7]([F:10])([F:9])[F:8])=[CH:4][CH:3]=1. The yield is 0.540. (5) The reactants are Cl[C:2]1[CH:7]=[CH:6][N:5]=[CH:4][C:3]=1[N+:8]([O-:10])=[O:9].[F:11][C:12]1[C:17]([F:18])=[CH:16][CH:15]=[CH:14][C:13]=1[NH2:19]. The catalyst is C(O)C.O. The product is [F:11][C:12]1[C:17]([F:18])=[CH:16][CH:15]=[CH:14][C:13]=1[NH:19][C:2]1[CH:7]=[CH:6][N:5]=[CH:4][C:3]=1[N+:8]([O-:10])=[O:9]. The yield is 0.790. (6) The reactants are [OH:1][C:2]([C:34]1[CH:39]=[CH:38][CH:37]=[CH:36][CH:35]=1)([C:28]1[CH:33]=[CH:32][CH:31]=[CH:30][CH:29]=1)[CH:3]1[CH2:8][CH2:7][N:6]([CH2:9][CH2:10][CH2:11][C:12]([C:14]2[CH:19]=[CH:18][C:17]([C:20]([CH3:27])([CH3:26])[C:21]([O:23]CC)=[O:22])=[CH:16][CH:15]=2)=[O:13])[CH2:5][CH2:4]1.[OH-].[Na+].[BH4-].[Na+].CC(C)=O.[ClH:48]. The catalyst is O.CO. The product is [OH2:1].[ClH:48].[OH:1][C:2]([C:34]1[CH:35]=[CH:36][CH:37]=[CH:38][CH:39]=1)([C:28]1[CH:29]=[CH:30][CH:31]=[CH:32][CH:33]=1)[CH:3]1[CH2:8][CH2:7][N:6]([CH2:9][CH2:10][CH2:11][CH:12]([C:14]2[CH:19]=[CH:18][C:17]([C:20]([CH3:27])([CH3:26])[C:21]([OH:23])=[O:22])=[CH:16][CH:15]=2)[OH:13])[CH2:5][CH2:4]1. The yield is 0.980. (7) The reactants are [C:1]1([S:7]([C:10]2[CH:11]=[C:12]3[C:17](=[CH:18][CH:19]=2)[CH:16]([CH2:20][CH2:21]OS(C)(=O)=O)[CH2:15][CH2:14][CH2:13]3)(=[O:9])=[O:8])[CH:6]=[CH:5][CH:4]=[CH:3][CH:2]=1.[I-].[K+].[N-:29]=[N+]=[N-].[Na+].[H-].[Al+3].[Li+].[H-].[H-].[H-].C1COCC1.[ClH:44]. The catalyst is CN(C=O)C.CO.CCOCC.O. The product is [ClH:44].[C:1]1([S:7]([C:10]2[CH:11]=[C:12]3[C:17](=[CH:18][CH:19]=2)[CH:16]([CH2:20][CH2:21][NH2:29])[CH2:15][CH2:14][CH2:13]3)(=[O:9])=[O:8])[CH:6]=[CH:5][CH:4]=[CH:3][CH:2]=1. The yield is 0.170. (8) The reactants are [C:1]([C:3]1([C:9]([O:11][CH2:12][CH3:13])=[O:10])[CH2:8][CH2:7][CH2:6][CH2:5][CH2:4]1)#[N:2]. The catalyst is C(O)C.[Ni]. The product is [C:9]([NH:2][CH2:1][C:3]1([C:9]([O:11][CH2:12][CH3:13])=[O:10])[CH2:8][CH2:7][CH2:6][CH2:5][CH2:4]1)(=[O:10])[C:3]1[CH:8]=[CH:7][CH:6]=[CH:5][CH:4]=1. The yield is 0.630. (9) The reactants are C(N(CC)CC)C.[CH3:8][C@:9]12[C:15]([CH3:17])([CH3:16])[C@H:12]([CH2:13][CH2:14]1)[CH:11]([C:18](Cl)=[O:19])[C:10]2=O.C(O[C:27]([N:29](C)[NH:30][C:31]1[CH:36]=[CH:35][CH:34]=[CH:33][C:32]=1[C:37]#[N:38])=O)(C)(C)C.Cl.O1CCOCC1. The catalyst is ClCCCl.ClCCl. The product is [CH3:27][N:29]1[C:10]2[C@@:9]3([CH3:8])[C:15]([CH3:17])([CH3:16])[C@H:12]([CH2:13][CH2:14]3)[C:11]=2[C:18](=[O:19])[N:30]1[C:31]1[CH:36]=[CH:35][CH:34]=[CH:33][C:32]=1[C:37]#[N:38]. The yield is 0.100. (10) The reactants are [Cl:1][C:2]1[CH:7]=[CH:6][C:5]([C:8](=O)[CH2:9][C:10](=O)[C:11]([F:14])([F:13])[F:12])=[CH:4][C:3]=1[CH3:17].[NH2:18][C:19]1[C:23]([C:24]2[CH:29]=[CH:28][N:27]=[C:26]([CH3:30])[CH:25]=2)=[CH:22][NH:21][N:20]=1. No catalyst specified. The product is [Cl:1][C:2]1[CH:7]=[CH:6][C:5]([C:8]2[CH:9]=[C:10]([C:11]([F:14])([F:13])[F:12])[N:20]3[N:21]=[CH:22][C:23]([C:24]4[CH:29]=[CH:28][N:27]=[C:26]([CH3:30])[CH:25]=4)=[C:19]3[N:18]=2)=[CH:4][C:3]=1[CH3:17]. The yield is 0.480.